This data is from Peptide-MHC class I binding affinity with 185,985 pairs from IEDB/IMGT. The task is: Regression. Given a peptide amino acid sequence and an MHC pseudo amino acid sequence, predict their binding affinity value. This is MHC class I binding data. (1) The peptide sequence is ILCWGELMTL. The MHC is Patr-A0301 with pseudo-sequence Patr-A0301. The binding affinity (normalized) is 0.118. (2) The peptide sequence is TRPPLGNWF. The MHC is Patr-A0101 with pseudo-sequence Patr-A0101. The binding affinity (normalized) is 0. (3) The peptide sequence is KGAVDLSHFL. The MHC is HLA-B54:01 with pseudo-sequence HLA-B54:01. The binding affinity (normalized) is 0.147. (4) The peptide sequence is MTVDEVEDY. The MHC is HLA-A68:02 with pseudo-sequence HLA-A68:02. The binding affinity (normalized) is 0.0847. (5) The peptide sequence is YGLSEHLEQE. The MHC is H-2-Db with pseudo-sequence H-2-Db. The binding affinity (normalized) is 0. (6) The peptide sequence is IKPCVKLSPL. The MHC is Mamu-A01 with pseudo-sequence Mamu-A01. The binding affinity (normalized) is 0. (7) The peptide sequence is YMDDVVLGAK. The MHC is HLA-A11:01 with pseudo-sequence HLA-A11:01. The binding affinity (normalized) is 0.331. (8) The peptide sequence is ETQTSTWF. The binding affinity (normalized) is 0. The MHC is Mamu-B01 with pseudo-sequence Mamu-B01.